From a dataset of Reaction yield outcomes from USPTO patents with 853,638 reactions. Predict the reaction yield, written as a fraction of the theoretical maximum amount of product (1.0 means a 100% yield; for example, 0.34 means a 34% yield). (1) The reactants are [I:1][C:2]1[CH:3]=[C:4]([CH:8]=[CH:9][CH:10]=1)[C:5]([OH:7])=O.[NH2:11][CH2:12][CH:13]([OH:15])[CH3:14].Cl.C(N=C=NCCCN(C)C)C.ON1C2C=CC=CC=2N=N1. The catalyst is ClCCl.C(Cl)(Cl)Cl. The product is [OH:15][CH:13]([CH3:14])[CH2:12][NH:11][C:5](=[O:7])[C:4]1[CH:8]=[CH:9][CH:10]=[C:2]([I:1])[CH:3]=1. The yield is 0.700. (2) The reactants are [CH:1]1([C:4]2[CH:9]=[CH:8][C:7]([CH2:10][C:11]([OH:13])=O)=[CH:6][CH:5]=2)[CH2:3][CH2:2]1.Cl.Cl.[NH2:16][C@@H:17]([C:20]1[CH:25]=[CH:24][C:23]([O:26][CH2:27][C:28]([F:31])([F:30])[F:29])=[CH:22][N:21]=1)[CH2:18][OH:19].Cl.CN(C)CCCN=C=NCC.ON1C2N=CC=CC=2N=N1.C(N(CC)CC)C. The catalyst is CN(C)C=O. The product is [CH:1]1([C:4]2[CH:5]=[CH:6][C:7]([CH2:10][C:11]([NH:16][C@@H:17]([C:20]3[CH:25]=[CH:24][C:23]([O:26][CH2:27][C:28]([F:31])([F:29])[F:30])=[CH:22][N:21]=3)[CH2:18][OH:19])=[O:13])=[CH:8][CH:9]=2)[CH2:2][CH2:3]1. The yield is 0.750. (3) The reactants are [C:1]1([C:7]2[CH:15]=[C:14]3[C:10]([CH2:11][C:12](=[O:16])[NH:13]3)=[CH:9][CH:8]=2)[CH:6]=[CH:5][CH:4]=[CH:3][CH:2]=1.[CH2:17]([N:19]([CH2:34][CH3:35])[CH2:20][CH2:21][NH:22][C:23]([C:25]1[C:29]([CH3:30])=[C:28]([CH:31]=O)[NH:27][C:26]=1[CH3:33])=[O:24])[CH3:18]. No catalyst specified. The product is [CH2:34]([N:19]([CH2:17][CH3:18])[CH2:20][CH2:21][NH:22][C:23]([C:25]1[C:29]([CH3:30])=[C:28]([CH:31]=[C:11]2[C:10]3[C:14](=[CH:15][C:7]([C:1]4[CH:2]=[CH:3][CH:4]=[CH:5][CH:6]=4)=[CH:8][CH:9]=3)[NH:13][C:12]2=[O:16])[NH:27][C:26]=1[CH3:33])=[O:24])[CH3:35]. The yield is 0.380. (4) The reactants are [C:1]([N:4]1[CH2:9][CH2:8][CH:7]([C:10]([OH:12])=O)[CH2:6][CH2:5]1)(=[O:3])[CH3:2].N1(C(N2C=CN=C2)=O)C=CN=C1.Cl.[CH3:26][O:27][NH:28][CH3:29].Cl. The catalyst is ClCCl.O1CCOCC1. The product is [C:1]([N:4]1[CH2:5][CH2:6][CH:7]([C:10]([N:28]([O:27][CH3:26])[CH3:29])=[O:12])[CH2:8][CH2:9]1)(=[O:3])[CH3:2]. The yield is 0.807. (5) The yield is 0.710. The reactants are Cl.O.[Cl:3][C:4]1[CH:9]=[C:8]([N+:10]([O-])=O)[CH:7]=[CH:6][C:5]=1[N:13]1[CH2:18][CH2:17][O:16][CH2:15][CH2:14]1.CCN(CC)CC. The catalyst is CO.[Fe]. The product is [Cl:3][C:4]1[CH:9]=[C:8]([CH:7]=[CH:6][C:5]=1[N:13]1[CH2:18][CH2:17][O:16][CH2:15][CH2:14]1)[NH2:10]. (6) The reactants are [F:1][C:2]1[CH:3]=[CH:4][C:5]([O:28][C:29]2[CH:34]=[CH:33][CH:32]=[CH:31][CH:30]=2)=[C:6]([NH:8][CH2:9][C:10]2[CH:15]=[C:14]([O:16][CH3:17])[CH:13]=[CH:12][C:11]=2[O:18][CH2:19][CH2:20][O:21][CH:22]2[CH2:27][CH2:26][CH2:25][CH2:24][O:23]2)[CH:7]=1.[C:35](OC(=O)C)(=[O:37])[CH3:36]. The catalyst is N1C=CC=CC=1. The product is [F:1][C:2]1[CH:3]=[CH:4][C:5]([O:28][C:29]2[CH:30]=[CH:31][CH:32]=[CH:33][CH:34]=2)=[C:6]([N:8]([CH2:9][C:10]2[CH:15]=[C:14]([O:16][CH3:17])[CH:13]=[CH:12][C:11]=2[O:18][CH2:19][CH2:20][O:21][CH:22]2[CH2:27][CH2:26][CH2:25][CH2:24][O:23]2)[C:35](=[O:37])[CH3:36])[CH:7]=1. The yield is 0.840. (7) The reactants are FC1C=CC=C(OC2C=CC(CCC)=CC=2OC)N=1.C(C1C=CC(OC2C=CC(N)=C(F)C=2)=C(OC)C=1)C.[CH2:39]([C:41]1[CH:55]=[CH:54][C:44]([O:45][C:46]2[CH:52]=[C:51]([F:53])[CH:50]=[CH:49][C:47]=2[NH2:48])=[C:43]([O:56]C)[CH:42]=1)[CH3:40]. No catalyst specified. The product is [NH2:48][C:47]1[CH:49]=[CH:50][C:51]([F:53])=[CH:52][C:46]=1[O:45][C:44]1[CH:54]=[CH:55][C:41]([CH2:39][CH3:40])=[CH:42][C:43]=1[OH:56]. The yield is 0.190. (8) The reactants are N[C:2]1([NH2:13])[CH:10]=[CH:9][C:8]([O:11][CH3:12])=[CH:7][CH:3]1[C:4]([OH:6])=O.[N:14]1C=CC=CC=1.[F:20][C:21]([F:32])([F:31])[C:22](O[C:22](=O)[C:21]([F:32])([F:31])[F:20])=O.C(=O)([O-])[O-].[NH4+].[NH4+]. The catalyst is C(#N)C. The product is [CH3:12][O:11][C:8]1[CH:7]=[C:3]2[C:2](=[CH:10][CH:9]=1)[N:13]=[C:22]([C:21]([F:32])([F:31])[F:20])[NH:14][C:4]2=[O:6]. The yield is 0.740.